Regression. Given two drug SMILES strings and cell line genomic features, predict the synergy score measuring deviation from expected non-interaction effect. From a dataset of NCI-60 drug combinations with 297,098 pairs across 59 cell lines. (1) Drug 1: CC1=C2C(C(=O)C3(C(CC4C(C3C(C(C2(C)C)(CC1OC(=O)C(C(C5=CC=CC=C5)NC(=O)OC(C)(C)C)O)O)OC(=O)C6=CC=CC=C6)(CO4)OC(=O)C)O)C)O. Cell line: T-47D. Drug 2: CC(C)CN1C=NC2=C1C3=CC=CC=C3N=C2N. Synergy scores: CSS=4.26, Synergy_ZIP=-4.71, Synergy_Bliss=-7.90, Synergy_Loewe=-6.07, Synergy_HSA=-6.75. (2) Drug 1: CC1=C(C=C(C=C1)C(=O)NC2=CC(=CC(=C2)C(F)(F)F)N3C=C(N=C3)C)NC4=NC=CC(=N4)C5=CN=CC=C5. Drug 2: N.N.Cl[Pt+2]Cl. Cell line: MDA-MB-435. Synergy scores: CSS=12.2, Synergy_ZIP=-7.74, Synergy_Bliss=-1.93, Synergy_Loewe=-2.03, Synergy_HSA=-0.0721. (3) Drug 2: C1=NC2=C(N=C(N=C2N1C3C(C(C(O3)CO)O)O)F)N. Synergy scores: CSS=6.61, Synergy_ZIP=-1.10, Synergy_Bliss=-0.808, Synergy_Loewe=-17.7, Synergy_HSA=-1.70. Cell line: RXF 393. Drug 1: CC1C(C(CC(O1)OC2CC(CC3=C2C(=C4C(=C3O)C(=O)C5=C(C4=O)C(=CC=C5)OC)O)(C(=O)C)O)N)O.Cl. (4) Drug 1: CC(CN1CC(=O)NC(=O)C1)N2CC(=O)NC(=O)C2. Drug 2: CN(C)N=NC1=C(NC=N1)C(=O)N. Cell line: NCI-H322M. Synergy scores: CSS=-2.43, Synergy_ZIP=0.250, Synergy_Bliss=-6.98, Synergy_Loewe=-11.6, Synergy_HSA=-9.98. (5) Drug 1: CC1=C(N=C(N=C1N)C(CC(=O)N)NCC(C(=O)N)N)C(=O)NC(C(C2=CN=CN2)OC3C(C(C(C(O3)CO)O)O)OC4C(C(C(C(O4)CO)O)OC(=O)N)O)C(=O)NC(C)C(C(C)C(=O)NC(C(C)O)C(=O)NCCC5=NC(=CS5)C6=NC(=CS6)C(=O)NCCC[S+](C)C)O. Drug 2: CC12CCC3C(C1CCC2O)C(CC4=C3C=CC(=C4)O)CCCCCCCCCS(=O)CCCC(C(F)(F)F)(F)F. Cell line: A549. Synergy scores: CSS=53.0, Synergy_ZIP=2.30, Synergy_Bliss=-0.0621, Synergy_Loewe=-3.42, Synergy_HSA=3.24. (6) Drug 1: CNC(=O)C1=NC=CC(=C1)OC2=CC=C(C=C2)NC(=O)NC3=CC(=C(C=C3)Cl)C(F)(F)F. Drug 2: C(CN)CNCCSP(=O)(O)O. Cell line: SK-MEL-2. Synergy scores: CSS=7.29, Synergy_ZIP=16.5, Synergy_Bliss=14.3, Synergy_Loewe=10.9, Synergy_HSA=6.54. (7) Drug 1: CCCCCOC(=O)NC1=NC(=O)N(C=C1F)C2C(C(C(O2)C)O)O. Drug 2: CCC1(C2=C(COC1=O)C(=O)N3CC4=CC5=C(C=CC(=C5CN(C)C)O)N=C4C3=C2)O.Cl. Cell line: SF-295. Synergy scores: CSS=41.1, Synergy_ZIP=-5.01, Synergy_Bliss=-10.1, Synergy_Loewe=-15.2, Synergy_HSA=-6.09.